Dataset: Peptide-MHC class I binding affinity with 185,985 pairs from IEDB/IMGT. Task: Regression. Given a peptide amino acid sequence and an MHC pseudo amino acid sequence, predict their binding affinity value. This is MHC class I binding data. (1) The peptide sequence is EKPKFLPDL. The MHC is HLA-B07:02 with pseudo-sequence HLA-B07:02. The binding affinity (normalized) is 0.0847. (2) The peptide sequence is IPRLLRTFL. The MHC is HLA-B57:01 with pseudo-sequence HLA-B57:01. The binding affinity (normalized) is 0.0847. (3) The peptide sequence is EEMNLPGRW. The MHC is HLA-A02:02 with pseudo-sequence HLA-A02:02. The binding affinity (normalized) is 0. (4) The peptide sequence is DHQAAFQYI. The MHC is HLA-A02:01 with pseudo-sequence HLA-A02:01. The binding affinity (normalized) is 0.0615. (5) The peptide sequence is GLIQYPTAW. The MHC is HLA-A02:16 with pseudo-sequence HLA-A02:16. The binding affinity (normalized) is 0.0847. (6) The peptide sequence is DIEPTLAYL. The MHC is HLA-A26:01 with pseudo-sequence HLA-A26:01. The binding affinity (normalized) is 0.157. (7) The peptide sequence is TVADIWHAM. The MHC is HLA-A80:01 with pseudo-sequence HLA-A80:01. The binding affinity (normalized) is 0.0847. (8) The peptide sequence is LPDGQVIWV. The MHC is HLA-B54:01 with pseudo-sequence HLA-B54:01. The binding affinity (normalized) is 0.336. (9) The binding affinity (normalized) is 1.00. The MHC is H-2-Db with pseudo-sequence H-2-Db. The peptide sequence is YAHINALEYI.